The task is: Predict the reactants needed to synthesize the given product.. This data is from Full USPTO retrosynthesis dataset with 1.9M reactions from patents (1976-2016). (1) Given the product [Cl:12][C:13]1[CH:18]=[CH:17][CH:16]=[CH:15][C:14]=1[NH:19][C:20]1[S:21][CH:3]=[C:4]([C:6]2[CH:11]=[CH:10][N:9]=[CH:8][CH:7]=2)[N:22]=1, predict the reactants needed to synthesize it. The reactants are: Br.Br[CH2:3][C:4]([C:6]1[CH:11]=[CH:10][N:9]=[CH:8][CH:7]=1)=O.[Cl:12][C:13]1[CH:18]=[CH:17][CH:16]=[CH:15][C:14]=1[NH:19][C:20]([NH2:22])=[S:21].N. (2) Given the product [NH2:21][C@H:18]1[CH2:19][CH2:20][N:16]([S:13]([NH:12][C:10]2[CH:9]=[C:8]([O:29][CH3:30])[N:7]=[C:6]([S:5][CH2:4][C:3]3[CH:31]=[CH:32][CH:33]=[C:34]([F:35])[C:2]=3[F:1])[N:11]=2)(=[O:14])=[O:15])[CH2:17]1, predict the reactants needed to synthesize it. The reactants are: [F:1][C:2]1[C:34]([F:35])=[CH:33][CH:32]=[CH:31][C:3]=1[CH2:4][S:5][C:6]1[N:11]=[C:10]([NH:12][S:13]([N:16]2[CH2:20][CH2:19][C@H:18]([NH:21]C(=O)OC(C)(C)C)[CH2:17]2)(=[O:15])=[O:14])[CH:9]=[C:8]([O:29][CH3:30])[N:7]=1.C(O)(C(F)(F)F)=O. (3) Given the product [Br:8][C:6]1[CH:7]=[C:2]([C:15]([OH:16])([CH3:17])[CH3:14])[CH:3]=[N:4][CH:5]=1, predict the reactants needed to synthesize it. The reactants are: Br[C:2]1[CH:3]=[N:4][CH:5]=[C:6]([Br:8])[CH:7]=1.C([Li])CCC.[CH3:14][C:15]([CH3:17])=[O:16]. (4) Given the product [CH3:42][O:41][C:38]1[C:37]([CH3:43])=[CH:36][N:35]=[C:34]([CH2:33][N:31]2[N:32]=[C:7]3[CH2:6][C:5](=[O:4])[C:14]4[CH2:13][S:12][N:11]=[C:10]([N:15]([C:16]([O:18][C:19]([CH3:22])([CH3:21])[CH3:20])=[O:17])[C:23]([O:25][C:26]([CH3:29])([CH3:28])[CH3:27])=[O:24])[C:9]([C:8]=43)=[N:30]2)[C:39]=1[CH3:40], predict the reactants needed to synthesize it. The reactants are: C([O:4][C:5]1[C:14]2[CH2:13][S:12][N:11]=[C:10]([N:15]([C:23]([O:25][C:26]([CH3:29])([CH3:28])[CH3:27])=[O:24])[C:16]([O:18][C:19]([CH3:22])([CH3:21])[CH3:20])=[O:17])[C:9]3=[N:30][N:31]([CH2:33][C:34]4[C:39]([CH3:40])=[C:38]([O:41][CH3:42])[C:37]([CH3:43])=[CH:36][N:35]=4)[N:32]=[C:7]([C:8]=23)[CH:6]=1)(=O)C.C(=O)([O-])[O-].[K+].[K+].[Cl-].[NH4+]. (5) Given the product [CH2:1]([N:8]([N:49]=[O:50])[C:9](=[O:37])[CH:10]([N:19]1[C:23]2[CH:24]=[C:25]([F:29])[C:26]([F:28])=[CH:27][C:22]=2[N:21]=[C:20]1[C:30]1[CH:31]=[CH:32][C:33]([Cl:36])=[CH:34][CH:35]=1)[CH:11]1[CH2:16][CH2:15][C:14]([F:17])([F:18])[CH2:13][CH2:12]1)[C:2]1[CH:3]=[CH:4][CH:5]=[CH:6][CH:7]=1, predict the reactants needed to synthesize it. The reactants are: [CH2:1]([NH:8][C:9](=[O:37])[CH:10]([N:19]1[C:23]2[CH:24]=[C:25]([F:29])[C:26]([F:28])=[CH:27][C:22]=2[N:21]=[C:20]1[C:30]1[CH:35]=[CH:34][C:33]([Cl:36])=[CH:32][CH:31]=1)[CH:11]1[CH2:16][CH2:15][C:14]([F:18])([F:17])[CH2:13][CH2:12]1)[C:2]1[CH:7]=[CH:6][CH:5]=[CH:4][CH:3]=1.C(O)(=O)C.C(OC(=O)C)(=O)C.[N:49]([O-])=[O:50].[Na+]. (6) Given the product [CH:1]1([C:7]2[C:8]3[CH:9]=[CH:10][C:11]([C:38]([O:40][CH3:41])=[O:39])=[CH:12][C:13]=3[N:14]3[CH2:21][CH2:20][N:19]([CH2:22][CH2:23][N:25]([CH3:33])[CH2:26][C:27]4[CH:28]=[N:29][CH:30]=[CH:31][CH:32]=4)[CH2:18][C:17]4[CH:34]=[CH:35][CH:36]=[CH:37][C:16]=4[C:15]=23)[CH2:6][CH2:5][CH2:4][CH2:3][CH2:2]1, predict the reactants needed to synthesize it. The reactants are: [CH:1]1([C:7]2[C:8]3[CH:9]=[CH:10][C:11]([C:38]([O:40][CH3:41])=[O:39])=[CH:12][C:13]=3[N:14]3[CH2:21][CH2:20][N:19]([CH2:22][C:23]([N:25]([CH3:33])[CH2:26][C:27]4[CH:28]=[N:29][CH:30]=[CH:31][CH:32]=4)=O)[CH2:18][C:17]4[CH:34]=[CH:35][CH:36]=[CH:37][C:16]=4[C:15]=23)[CH2:6][CH2:5][CH2:4][CH2:3][CH2:2]1.S(C)C.